This data is from TCR-epitope binding with 47,182 pairs between 192 epitopes and 23,139 TCRs. The task is: Binary Classification. Given a T-cell receptor sequence (or CDR3 region) and an epitope sequence, predict whether binding occurs between them. The epitope is RILGAGCFV. The TCR CDR3 sequence is CASQGGLNTEAFF. Result: 0 (the TCR does not bind to the epitope).